Dataset: Forward reaction prediction with 1.9M reactions from USPTO patents (1976-2016). Task: Predict the product of the given reaction. (1) Given the reactants C([O:5][CH2:6][CH2:7][CH:8]1[CH2:14][N:13]([C:15]2[CH:22]=[CH:21][C:18]([C:19]#[N:20])=[CH:17][CH:16]=2)[C:12]2[CH:23]=[C:24]([C:27]3[CH:28]=[N:29][N:30]([CH3:32])[CH:31]=3)[CH:25]=[CH:26][C:11]=2[C:10]2[C:33]([CH3:36])=[N:34][O:35][C:9]1=2)(C)(C)C.C(C1C=CC(N2CC(CC(OC(C)(C)C)=O)C3ON=C(C)C=3C3C=CC(C4C=NN(C)C=4)=CC2=3)=CC=1)#[N:38].C(O)(C(F)(F)F)=O.[Cl-].[NH4+].C(N(CC)C(C)C)(C)C.CCOC(C(C#N)=NOC(N1CCOCC1)=[N+](C)C)=O.F[P-](F)(F)(F)(F)F, predict the reaction product. The product is: [C:19]([C:18]1[CH:21]=[CH:22][C:15]([N:13]2[CH2:14][CH:8]([CH2:7][C:6]([NH2:38])=[O:5])[C:9]3[O:35][N:34]=[C:33]([CH3:36])[C:10]=3[C:11]3[CH:26]=[CH:25][C:24]([C:27]4[CH:28]=[N:29][N:30]([CH3:32])[CH:31]=4)=[CH:23][C:12]2=3)=[CH:16][CH:17]=1)#[N:20]. (2) The product is: [NH2:26][C:29]1[CH:34]=[CH:33][C:32]([C:35]2[S:39][C:38]([CH:40]3[CH2:45][CH2:44][N:43]([CH2:46][C:47]([O:49][CH2:50][CH3:51])=[O:48])[CH2:42][CH2:41]3)=[N:37][CH:36]=2)=[CH:31][CH:30]=1. Given the reactants CC1OC(CC2CCC(C3SC(C4C=CC(N)=CC=4)=CN=3)CC2)=NN=1.[N+:26]([C:29]1[CH:34]=[CH:33][C:32]([C:35]2[S:39][C:38]([CH:40]3[CH2:45][CH2:44][N:43]([CH2:46][C:47]([O:49][CH2:50][CH3:51])=[O:48])[CH2:42][CH2:41]3)=[N:37][CH:36]=2)=[CH:31][CH:30]=1)([O-])=O, predict the reaction product. (3) Given the reactants F[C:2]1[CH:7]=[C:6]([F:8])[CH:5]=[CH:4][C:3]=1[N+:9]([O-:11])=[O:10].CCN(CC)CC.[CH2:19]([NH2:23])[CH2:20][CH2:21][CH3:22], predict the reaction product. The product is: [CH2:19]([NH:23][C:2]1[CH:7]=[C:6]([F:8])[CH:5]=[CH:4][C:3]=1[N+:9]([O-:11])=[O:10])[CH2:20][CH2:21][CH3:22].